From a dataset of Reaction yield outcomes from USPTO patents with 853,638 reactions. Predict the reaction yield, written as a fraction of the theoretical maximum amount of product (1.0 means a 100% yield; for example, 0.34 means a 34% yield). The reactants are [Cl:1][C:2]1[C:7]([CH3:8])=[C:6]([CH:9]=O)[CH:5]=[CH:4][N:3]=1.[CH:11]1([NH2:14])[CH2:13][CH2:12]1.[BH4-].[Na+].[OH-].[Na+]. The catalyst is CO. The product is [Cl:1][C:2]1[C:7]([CH3:8])=[C:6]([CH2:9][NH:14][CH:11]2[CH2:13][CH2:12]2)[CH:5]=[CH:4][N:3]=1. The yield is 0.740.